Dataset: Forward reaction prediction with 1.9M reactions from USPTO patents (1976-2016). Task: Predict the product of the given reaction. (1) Given the reactants [CH:1]1[C:14]2[NH:13][C:12]3[C:7](=[CH:8][CH:9]=[CH:10][CH:11]=3)[S:6][C:5]=2[CH:4]=[CH:3][CH:2]=1.[Li]CCCC.[Li]C(C)(C)C.[Cl:25]C(Cl)(Cl)C(Cl)(Cl)Cl, predict the reaction product. The product is: [Cl:25][C:11]1[C:12]2[NH:13][C:14]3[C:5](=[CH:4][CH:3]=[CH:2][CH:1]=3)[S:6][C:7]=2[CH:8]=[CH:9][CH:10]=1. (2) Given the reactants [F:1][C:2]1[CH:3]=[C:4]([CH:13]([NH:18]C(=O)OC(C)(C)C)[C:14]([OH:17])([CH3:16])[CH3:15])[CH:5]=[CH:6][C:7]=1[O:8][C:9]([F:12])([F:11])[F:10].[ClH:26].C(OCC)(=O)C, predict the reaction product. The product is: [ClH:26].[NH2:18][CH:13]([C:4]1[CH:5]=[CH:6][C:7]([O:8][C:9]([F:10])([F:11])[F:12])=[C:2]([F:1])[CH:3]=1)[C:14]([CH3:16])([OH:17])[CH3:15]. (3) Given the reactants [CH3:1][C:2]1[CH:7]=[C:6]([I:8])[C:5]([CH3:9])=[CH:4][C:3]=1[OH:10].[OH-].[K+].[CH2:13](OCCBr)[CH2:14][CH2:15][CH3:16].[CH3:21][C:22]#N, predict the reaction product. The product is: [CH2:21]([O:10][C:3]1[CH:4]=[C:5]([CH3:9])[C:6]([I:8])=[CH:7][C:2]=1[CH3:1])[CH2:22][CH2:13][CH2:14][CH2:15][CH3:16]. (4) The product is: [NH2:29][C@H:9]([CH2:8][C:5]1[CH:4]=[CH:3][C:2]([Cl:1])=[CH:7][CH:6]=1)[C:10]([N:12]1[CH2:17][CH2:16][CH:15]([C:18]2[CH:23]=[CH:22][CH:21]=[CH:20][C:19]=2[NH:24][S:25]([CH3:28])(=[O:26])=[O:27])[CH2:14][CH2:13]1)=[O:11]. Given the reactants [Cl:1][C:2]1[CH:7]=[CH:6][C:5]([CH2:8][C@@H:9]([NH:29]C(OC(C)(C)C)=O)[C:10]([N:12]2[CH2:17][CH2:16][CH:15]([C:18]3[CH:23]=[CH:22][CH:21]=[CH:20][C:19]=3[NH:24][S:25]([CH3:28])(=[O:27])=[O:26])[CH2:14][CH2:13]2)=[O:11])=[CH:4][CH:3]=1.Cl, predict the reaction product. (5) Given the reactants [Br:1][C:2]1[CH:11]=[C:10]([O:12][CH:13]([CH3:15])[CH3:14])[C:9]([CH3:16])=[C:8]2[C:3]=1[CH:4]=[CH:5][N:6]=[CH:7]2.C1C=C(Cl)C=C(C(OO)=[O:25])C=1, predict the reaction product. The product is: [Br:1][C:2]1[CH:11]=[C:10]([O:12][CH:13]([CH3:14])[CH3:15])[C:9]([CH3:16])=[C:8]2[C:3]=1[CH:4]=[CH:5][N+:6]([O-:25])=[CH:7]2. (6) Given the reactants [F:1][C:2]1[CH:23]=[C:22]([N+:24]([O-])=O)[CH:21]=[CH:20][C:3]=1[O:4][C:5]1[C:10]2=[C:11]([CH3:19])[C:12]([C:14]([O:16][CH2:17][CH3:18])=[O:15])=[CH:13][N:9]2[N:8]=[CH:7][N:6]=1.CO.[NH4+].[Cl-], predict the reaction product. The product is: [NH2:24][C:22]1[CH:21]=[CH:20][C:3]([O:4][C:5]2[C:10]3=[C:11]([CH3:19])[C:12]([C:14]([O:16][CH2:17][CH3:18])=[O:15])=[CH:13][N:9]3[N:8]=[CH:7][N:6]=2)=[C:2]([F:1])[CH:23]=1. (7) Given the reactants [N:1]1[CH:6]=[C:5]([C:7]([OH:9])=O)[CH:4]=[N:3][CH:2]=1.CN(C)C=O.S(Cl)([Cl:17])=O, predict the reaction product. The product is: [ClH:17].[N:1]1[CH:6]=[C:5]([C:7]([Cl:17])=[O:9])[CH:4]=[N:3][CH:2]=1. (8) Given the reactants COC(=O)NC(C(N1CCCC1C1[NH:17][C:18]([C:21]2[CH:26]=[CH:25][C:24]([B:27]3[O:31][C:30]([CH3:33])([CH3:32])[C:29]([CH3:35])([CH3:34])[O:28]3)=[CH:23][CH:22]=2)=[CH:19][N:20]=1)=O)C(C)C.[C:37]([O:41][C:42]([N:44]1[CH2:48][C:47](=[CH2:49])[CH2:46][CH:45]1[C:50](O)=O)=[O:43])([CH3:40])([CH3:39])[CH3:38], predict the reaction product. The product is: [C:37]([O:41][C:42]([N:44]1[CH2:48][C:47](=[CH2:49])[CH2:46][CH:45]1[C:50]1[NH:17][C:18]([C:21]2[CH:22]=[CH:23][C:24]([B:27]3[O:31][C:30]([CH3:33])([CH3:32])[C:29]([CH3:35])([CH3:34])[O:28]3)=[CH:25][CH:26]=2)=[CH:19][N:20]=1)=[O:43])([CH3:38])([CH3:39])[CH3:40]. (9) Given the reactants O[C:2]1[C:3]2[CH:11]=[CH:10][CH:9]=[N:8][C:4]=2[N:5]=[CH:6][N:7]=1.O=P(Cl)(Cl)[Cl:14], predict the reaction product. The product is: [Cl:14][C:2]1[C:3]2[CH:11]=[CH:10][CH:9]=[N:8][C:4]=2[N:5]=[CH:6][N:7]=1. (10) Given the reactants [BH4-].[Na+].[Cl:3][C:4]1[CH:9]=[C:8]([N+:10]([O-])=O)[C:7]([CH3:13])=[CH:6][C:5]=1[CH2:14][C:15]([O:17][CH3:18])=[O:16], predict the reaction product. The product is: [NH2:10][C:8]1[C:7]([CH3:13])=[CH:6][C:5]([CH2:14][C:15]([O:17][CH3:18])=[O:16])=[C:4]([Cl:3])[CH:9]=1.